Dataset: Reaction yield outcomes from USPTO patents with 853,638 reactions. Task: Predict the reaction yield, written as a fraction of the theoretical maximum amount of product (1.0 means a 100% yield; for example, 0.34 means a 34% yield). (1) The reactants are C([N:4]1[C:22]2[C:13]3=[CH:14][C:15]4[CH:16]=[CH:17][N:18]([CH3:21])[C:19]=4[CH:20]=[C:12]3[CH:11]=[CH:10][CH2:9][C:8]=2[C:7]([OH:23])=[C:6]([C:24]([O:26][CH3:27])=[O:25])[C:5]1=[O:28])C=C.C1(B(O)O)C=CC=CC=1.COC1C=CC=C(OC)C=1C1C=CC=CC=1P(C1CCCCC1)C1CCCCC1.C([O-])([O-])=O.[K+].[K+]. The catalyst is CC([O-])=O.CC([O-])=O.[Pd+2].O.O1CCOCC1. The product is [OH:23][C:7]1[C:8]2[CH2:9][CH:10]=[CH:11][C:12]3[C:13](=[CH:14][C:15]4[CH:16]=[CH:17][N:18]([CH3:21])[C:19]=4[CH:20]=3)[C:22]=2[NH:4][C:5](=[O:28])[C:6]=1[C:24]([O:26][CH3:27])=[O:25]. The yield is 0.710. (2) The catalyst is C1C=CC([P]([Pd]([P](C2C=CC=CC=2)(C2C=CC=CC=2)C2C=CC=CC=2)([P](C2C=CC=CC=2)(C2C=CC=CC=2)C2C=CC=CC=2)[P](C2C=CC=CC=2)(C2C=CC=CC=2)C2C=CC=CC=2)(C2C=CC=CC=2)C2C=CC=CC=2)=CC=1. The yield is 0.430. The product is [F:16][C:11]1[CH:10]=[C:9]([O:17][CH3:18])[CH:8]=[C:7]2[C:12]=1[N:13]=[C:14]([CH3:15])[C:5]1[N:6]2[C:2]([C:23]2[CH:24]=[CH:25][CH:26]=[C:21]([F:20])[C:22]=2[CH3:30])=[N:3][C:4]=1[CH3:19]. The reactants are Br[C:2]1[N:6]2[C:7]3[C:12]([N:13]=[C:14]([CH3:15])[C:5]2=[C:4]([CH3:19])[N:3]=1)=[C:11]([F:16])[CH:10]=[C:9]([O:17][CH3:18])[CH:8]=3.[F:20][C:21]1[C:22]([CH3:30])=[C:23](B(O)O)[CH:24]=[CH:25][CH:26]=1.C([O-])([O-])=O.[K+].[K+]. (3) The reactants are [NH2:1][C:2]1[CH:7]=[CH:6][C:5]([CH2:8][OH:9])=[CH:4][CH:3]=1.C(N(CC)C(C)C)(C)C.[N:19]1[CH:24]=[CH:23][CH:22]=[CH:21][C:20]=1[S:25](Cl)(=[O:27])=[O:26]. No catalyst specified. The product is [OH:9][CH2:8][C:5]1[CH:6]=[CH:7][C:2]([NH:1][S:25]([C:20]2[CH:21]=[CH:22][CH:23]=[CH:24][N:19]=2)(=[O:27])=[O:26])=[CH:3][CH:4]=1. The yield is 0.470. (4) The reactants are Cl[C:2]1[CH:3]=[CH:4][C:5]2[N:6]([C:8]([C:11]([F:14])([F:13])[F:12])=[N:9][N:10]=2)[N:7]=1.[N:15]1([C:21]#[N:22])[CH2:20][CH2:19][NH:18][CH2:17][CH2:16]1.CCN(C(C)C)C(C)C. The catalyst is CN(C=O)C. The product is [F:12][C:11]([F:14])([F:13])[C:8]1[N:6]2[N:7]=[C:2]([N:18]3[CH2:19][CH2:20][N:15]([C:21]#[N:22])[CH2:16][CH2:17]3)[CH:3]=[CH:4][C:5]2=[N:10][N:9]=1. The yield is 0.920.